Task: Predict the reactants needed to synthesize the given product.. Dataset: Full USPTO retrosynthesis dataset with 1.9M reactions from patents (1976-2016) (1) Given the product [NH2:8][C:9]1[CH:18]=[C:17]2[C:12]([CH:13]=[CH:14][C:15](=[O:46])[N:16]2[CH2:19][CH2:20][N:21]2[CH2:22][CH2:23][CH:24]([NH:27][CH2:35][C:36]3[N:41]=[CH:40][C:39]4[O:42][CH2:43][CH2:44][O:45][C:38]=4[CH:37]=3)[CH2:25][CH2:26]2)=[N:11][CH:10]=1, predict the reactants needed to synthesize it. The reactants are: C(OC([NH:8][C:9]1[CH:18]=[C:17]2[C:12]([CH:13]=[CH:14][C:15](=[O:46])[N:16]2[CH2:19][CH2:20][N:21]2[CH2:26][CH2:25][CH:24]([N:27]([CH2:35][C:36]3[N:41]=[CH:40][C:39]4[O:42][CH2:43][CH2:44][O:45][C:38]=4[CH:37]=3)C(=O)OC(C)(C)C)[CH2:23][CH2:22]2)=[N:11][CH:10]=1)=O)(C)(C)C.Cl.C(OCC)(=O)C. (2) Given the product [NH2:19][C:10]1[C@:11]([CH3:18])([C:14]([F:15])([F:17])[F:16])[O:12][CH2:13][C@:8]([C:6]2[N:7]=[C:2]([NH:1][C:34]([C:29]3[C:68]([Cl:69])=[CH:39][C:32]([C:35]#[N:60])=[CH:31][N:30]=3)=[O:33])[CH:3]=[CH:4][C:5]=2[F:21])([CH3:20])[N:9]=1, predict the reactants needed to synthesize it. The reactants are: [NH2:1][C:2]1[N:7]=[C:6]([C@:8]2([CH3:20])[CH2:13][O:12][C@@:11]([CH3:18])([C:14]([F:17])([F:16])[F:15])[C:10]([NH2:19])=[N:9]2)[C:5]([F:21])=[CH:4][CH:3]=1.NC1N=C([C@@:29]2(C)[CH2:34][O:33][C@@:32]([CH3:39])([C:35](F)(F)F)[C:31](N)=[N:30]2)C(F)=CC=1.CC(OC(OC(OC(C)(C)C)=O)=O)(C)C.CC[N:60](C(C)C)C(C)C.Cl[CH2:68][Cl:69]. (3) Given the product [F:10][CH2:11][CH2:12][CH2:13][O:14][C:15]1[CH:16]=[C:17]([CH:21]=[CH:22][CH:23]=1)[C:18]([C:2]1[C:3]([C:8]#[N:9])=[N:4][CH:5]=[CH:6][CH:7]=1)=[O:19], predict the reactants needed to synthesize it. The reactants are: Br[C:2]1[C:3]([C:8]#[N:9])=[N:4][CH:5]=[CH:6][CH:7]=1.[F:10][CH2:11][CH2:12][CH2:13][O:14][C:15]1[CH:16]=[C:17]([CH:21]=[CH:22][CH:23]=1)[C:18](Cl)=[O:19]. (4) Given the product [Br:9][C:4]1[CH:3]=[C:2]([C:18]2[CH:23]=[CH:22][N:21]=[CH:20][CH:19]=2)[CH:7]=[C:6]([F:8])[CH:5]=1, predict the reactants needed to synthesize it. The reactants are: Br[C:2]1[CH:7]=[C:6]([F:8])[CH:5]=[C:4]([Br:9])[CH:3]=1.CC1(C)C(C)(C)OB([C:18]2[CH:23]=[CH:22][N:21]=[CH:20][CH:19]=2)O1.C([O-])([O-])=O.[K+].[K+].